This data is from Forward reaction prediction with 1.9M reactions from USPTO patents (1976-2016). The task is: Predict the product of the given reaction. (1) The product is: [F:22][C:19]1[CH:20]=[CH:21][C:16]([CH:2]2[C:3]([C:5]3[CH:6]=[CH:7][C:8]4[O:13][CH2:12][C:11](=[O:14])[NH:10][C:9]=4[CH:15]=3)=[CH:29][C:28]3[C:27](=[CH:26][C:25]([I:24])=[CH:50][CH:49]=3)[S:51]2)=[CH:17][CH:18]=1. Given the reactants Br[CH:2]([C:16]1[CH:21]=[CH:20][C:19]([F:22])=[CH:18][CH:17]=1)[C:3]([C:5]1[CH:6]=[CH:7][C:8]2[O:13][CH2:12][C:11](=[O:14])[NH:10][C:9]=2[CH:15]=1)=O.[Br-].[I:24][C:25]1[CH:50]=[CH:49][C:28]([CH2:29][P+](C2C=CC=CC=2)(C2C=CC=CC=2)C2C=CC=CC=2)=[C:27]([SH:51])[CH:26]=1, predict the reaction product. (2) Given the reactants O=S1(=O)CCC(NCCN[C@]23CC[C@@H](C(C)=C)[C@@H]2[C@@H]2[C@@](C)(CC3)[C@@]3(C)[C@@H]([C@]4(C)[C@@H](CC3)C(C)(C)C(C3C=CC(C(O)=O)=CC=3)=CC4)CC2)C1.[CH3:50][C@:51]12[C@@:68]3([CH3:69])[C@@H:59]([C@:60]4([CH3:81])[C@@H:65]([CH2:66][CH2:67]3)[C:64]([CH3:71])([CH3:70])[C:63]([C:72]3[CH:80]=[CH:79][C:75]([C:76]([OH:78])=[O:77])=[CH:74][CH:73]=3)=[CH:62][CH2:61]4)[CH2:58][CH2:57][C@@H:56]1[C@H:55]1[C@H:82]([C:85]([CH3:87])=[CH2:86])[CH2:83][CH2:84][C@:54]1([NH:88][CH2:89][C:90]([NH:92][CH3:93])=[O:91])[CH2:53][CH2:52]2, predict the reaction product. The product is: [CH:85]([C@H:82]1[C@@H:55]2[C@@H:56]3[C@@:51]([CH3:50])([CH2:52][CH2:53][C@@:54]2([NH:88][CH2:89][C:90]([NH:92][CH3:93])=[O:91])[CH2:84][CH2:83]1)[C@@:68]1([CH3:69])[C@@H:59]([C@:60]2([CH3:81])[C@@H:65]([CH2:66][CH2:67]1)[C:64]([CH3:71])([CH3:70])[C@@H:63]([C:72]1[CH:80]=[CH:79][C:75]([C:76]([OH:78])=[O:77])=[CH:74][CH:73]=1)[CH2:62][CH2:61]2)[CH2:58][CH2:57]3)([CH3:87])[CH3:86].